Predict the product of the given reaction. From a dataset of Forward reaction prediction with 1.9M reactions from USPTO patents (1976-2016). (1) Given the reactants I[C:2]1[N:3]=[CH:4][N:5]([S:7]([N:10]([CH3:12])[CH3:11])(=[O:9])=[O:8])[CH:6]=1.CC[Mg+].[Br-].[Cl:17][C:18]1[CH:25]=[C:24]([N:26]([CH2:34][CH3:35])[CH:27]2[CH2:32][CH2:31][CH2:30][C:29](=[O:33])[CH2:28]2)[CH:23]=[C:22]([F:36])[C:19]=1[C:20]#[N:21], predict the reaction product. The product is: [Cl:17][C:18]1[CH:25]=[C:24]([N:26]([CH2:34][CH3:35])[CH:27]2[CH2:32][CH2:31][CH2:30][C:29]([C:2]3[N:3]=[CH:4][N:5]([S:7]([N:10]([CH3:12])[CH3:11])(=[O:9])=[O:8])[CH:6]=3)([OH:33])[CH2:28]2)[CH:23]=[C:22]([F:36])[C:19]=1[C:20]#[N:21]. (2) Given the reactants C([O:5][C:6](=[O:28])[CH2:7][C@H:8]([C:18]1[O:19][CH:20]=[C:21]([C:23]([O:25][CH2:26][CH3:27])=[O:24])[N:22]=1)[CH2:9][CH2:10][CH2:11][CH:12]1[CH2:17][CH2:16][CH2:15][CH2:14][CH2:13]1)(C)(C)C.[F:29][C:30]([F:35])([F:34])[C:31]([OH:33])=[O:32], predict the reaction product. The product is: [F:29][C:30]([F:35])([F:34])[C:31]([OH:33])=[O:32].[CH:12]1([CH2:11][CH2:10][CH2:9][C@@H:8]([C:18]2[O:19][CH:20]=[C:21]([C:23]([O:25][CH2:26][CH3:27])=[O:24])[N:22]=2)[CH2:7][C:6]([OH:28])=[O:5])[CH2:13][CH2:14][CH2:15][CH2:16][CH2:17]1. (3) The product is: [CH3:1][C:2]1[C:3]([CH2:11][NH2:12])=[C:4]2[C:8](=[CH:9][CH:10]=1)[NH:7][CH:6]=[CH:5]2. Given the reactants [CH3:1][C:2]1[CH:10]=[CH:9][C:8]2[NH:7][CH:6]=[CH:5][C:4]=2[C:3]=1[C:11]#[N:12], predict the reaction product. (4) Given the reactants Br[C:2]1[CH:7]=[CH:6][C:5]([C:8](=[O:10])[CH3:9])=[CH:4][CH:3]=1.[CH2:11]=[CH:12][C:13]1[CH:18]=[CH:17][CH:16]=[CH:15][CH:14]=1.C(N(CC)CC)C, predict the reaction product. The product is: [C:8]([C:5]1[CH:6]=[CH:7][C:2](/[CH:11]=[CH:12]/[C:13]2[CH:18]=[CH:17][CH:16]=[CH:15][CH:14]=2)=[CH:3][CH:4]=1)(=[O:10])[CH3:9]. (5) Given the reactants S(Cl)([Cl:3])=O.[Cl:5][C:6]1[CH:11]=[CH:10][C:9]([C:12]2[CH:13]=[CH:14][C:15](/[CH:18]=[CH:19]/[C:20]([NH:22][C:23]3[CH:28]=[CH:27][C:26]([CH2:29]O)=[CH:25][CH:24]=3)=[O:21])=[N:16][CH:17]=2)=[CH:8][CH:7]=1, predict the reaction product. The product is: [Cl:3][CH2:29][C:26]1[CH:27]=[CH:28][C:23]([NH:22][C:20](=[O:21])/[CH:19]=[CH:18]/[C:15]2[CH:14]=[CH:13][C:12]([C:9]3[CH:10]=[CH:11][C:6]([Cl:5])=[CH:7][CH:8]=3)=[CH:17][N:16]=2)=[CH:24][CH:25]=1.